This data is from Catalyst prediction with 721,799 reactions and 888 catalyst types from USPTO. The task is: Predict which catalyst facilitates the given reaction. (1) Reactant: CC1CCCN(C)C1(C)C.[Li]CCCC.[Cl:16][C:17]1[N:22]=[N:21][C:20]2[N:23]([Si:26]([CH:33]([CH3:35])[CH3:34])([CH:30]([CH3:32])[CH3:31])[CH:27]([CH3:29])[CH3:28])[CH:24]=[CH:25][C:19]=2[CH:18]=1.[CH:36](=[O:38])[CH3:37].CC(OI1(OC(C)=O)(OC(C)=O)OC(=O)C2C=CC=CC1=2)=O. Product: [Cl:16][C:17]1[N:22]=[N:21][C:20]2[N:23]([Si:26]([CH:30]([CH3:32])[CH3:31])([CH:33]([CH3:35])[CH3:34])[CH:27]([CH3:28])[CH3:29])[CH:24]=[CH:25][C:19]=2[C:18]=1[C:36](=[O:38])[CH3:37]. The catalyst class is: 76. (2) Reactant: [N+:1]([C:4]1[CH:5]=[CH:6][C:7]2[C:11]3[CH:12]=[CH:13][CH:14]=[CH:15][C:10]=3[S:9](=[O:17])(=[O:16])[C:8]=2[CH:18]=1)([O-])=O.C(O)CC.Cl.[Sn]. Product: [NH2:1][C:4]1[CH:5]=[CH:6][C:7]2[C:11]3[CH:12]=[CH:13][CH:14]=[CH:15][C:10]=3[S:9](=[O:17])(=[O:16])[C:8]=2[CH:18]=1. The catalyst class is: 6. (3) Reactant: [CH2:15]1[CH2:16][N:12]([P+](Br)([N:12]2[CH2:16][CH2:15][CH2:14][CH2:13]2)[N:12]2[CH2:16][CH2:15][CH2:14][CH2:13]2)[CH2:13][CH2:14]1.F[P-](F)(F)(F)(F)F.[Br:25][C:26]1[CH:27]=[C:28]([C:32]2[C:37]([C:38]([NH:40]N)=[O:39])=[CH:36][N:35]=[C:34]([CH3:42])[N:33]=2)[CH:29]=[CH:30][CH:31]=1.[CH:43](N(CC)C(C)C)([CH3:45])[CH3:44].C(N=C=NC(C)C)(C)C. The catalyst class is: 3. Product: [Br:25][C:26]1[CH:27]=[C:28]([C:32]2[C:37]([C:38]3[O:39][C:16]([C:15]4[CH:14]=[CH:13][CH:45]=[CH:43][CH:44]=4)=[N:12][N:40]=3)=[CH:36][N:35]=[C:34]([CH3:42])[N:33]=2)[CH:29]=[CH:30][CH:31]=1. (4) Reactant: C([N:8]1[CH2:13][CH2:12][N:11]2[C:14](=[O:17])[CH2:15][CH2:16][C@@H:10]2[CH2:9]1)C1C=CC=CC=1.C([O-])=O.[NH4+]. Product: [CH2:9]1[NH:8][CH2:13][CH2:12][N:11]2[C:14](=[O:17])[CH2:15][CH2:16][C@H:10]12. The catalyst class is: 19. (5) Reactant: [C:1]1([C@H:7]([CH3:11])[C:8]([OH:10])=O)[CH:6]=[CH:5][CH:4]=[CH:3][CH:2]=1.C(Cl)CCl.C1C=CC2N(O)N=NC=2C=1.CCN(C(C)C)C(C)C.[NH2:35][CH:36]([C:49]1[CH:54]=[CH:53][C:52]([O:55][CH2:56][C:57]2[CH:62]=[CH:61][CH:60]=[CH:59][CH:58]=2)=[CH:51][CH:50]=1)[C@H:37]1[CH2:41][CH2:40][CH2:39][N:38]1[C:42]([O:44][C:45]([CH3:48])([CH3:47])[CH3:46])=[O:43]. Product: [CH2:56]([O:55][C:52]1[CH:53]=[CH:54][C:49]([C@@H:36]([NH:35][C:8](=[O:10])[C@H:7]([C:1]2[CH:2]=[CH:3][CH:4]=[CH:5][CH:6]=2)[CH3:11])[C@H:37]2[CH2:41][CH2:40][CH2:39][N:38]2[C:42]([O:44][C:45]([CH3:47])([CH3:46])[CH3:48])=[O:43])=[CH:50][CH:51]=1)[C:57]1[CH:58]=[CH:59][CH:60]=[CH:61][CH:62]=1. The catalyst class is: 2.